The task is: Binary Classification. Given a drug SMILES string, predict its activity (active/inactive) in a high-throughput screening assay against a specified biological target.. This data is from HIV replication inhibition screening data with 41,000+ compounds from the AIDS Antiviral Screen. (1) The molecule is NC(CO)C(=O)NC(CO)C(=O)NC(Cc1ccc(O)cc1)C(=O)NC(CO)C(=O)NC(CO)C(=O)O. The result is 0 (inactive). (2) The molecule is CCOC(=O)N1CCN(Cc2cc(=O)n3cc(C)ccc3n2)CC1. The result is 0 (inactive). (3) The compound is CC(=O)OC1COC(n2c3ccccc3c3ccc4c5ccccc5[nH]c4c32)C(OC(C)=O)C1OC(C)=O. The result is 0 (inactive). (4) The molecule is COC(=O)C1Cc2c([nH]c3ccccc23)C(c2ccccc2O)N1. The result is 0 (inactive). (5) The molecule is O=C1c2ccccc2C2(c3ccc(Cl)cc3)NC3CCCCC3N12. The result is 0 (inactive).